This data is from NCI-60 drug combinations with 297,098 pairs across 59 cell lines. The task is: Regression. Given two drug SMILES strings and cell line genomic features, predict the synergy score measuring deviation from expected non-interaction effect. (1) Drug 1: CC1=C2C(C(=O)C3(C(CC4C(C3C(C(C2(C)C)(CC1OC(=O)C(C(C5=CC=CC=C5)NC(=O)OC(C)(C)C)O)O)OC(=O)C6=CC=CC=C6)(CO4)OC(=O)C)O)C)O. Drug 2: COC1=C2C(=CC3=C1OC=C3)C=CC(=O)O2. Cell line: MALME-3M. Synergy scores: CSS=26.4, Synergy_ZIP=-12.4, Synergy_Bliss=-9.99, Synergy_Loewe=-65.4, Synergy_HSA=-10.4. (2) Drug 1: CC1=CC2C(CCC3(C2CCC3(C(=O)C)OC(=O)C)C)C4(C1=CC(=O)CC4)C. Drug 2: CCCCCOC(=O)NC1=NC(=O)N(C=C1F)C2C(C(C(O2)C)O)O. Cell line: COLO 205. Synergy scores: CSS=10.7, Synergy_ZIP=3.82, Synergy_Bliss=9.10, Synergy_Loewe=6.47, Synergy_HSA=6.46. (3) Drug 1: CCN(CC)CCNC(=O)C1=C(NC(=C1C)C=C2C3=C(C=CC(=C3)F)NC2=O)C. Drug 2: C1=NNC2=C1C(=O)NC=N2. Cell line: MALME-3M. Synergy scores: CSS=14.5, Synergy_ZIP=0.161, Synergy_Bliss=-9.50, Synergy_Loewe=-7.58, Synergy_HSA=-3.24. (4) Drug 1: C1C(C(OC1N2C=C(C(=O)NC2=O)F)CO)O. Drug 2: CCCCC(=O)OCC(=O)C1(CC(C2=C(C1)C(=C3C(=C2O)C(=O)C4=C(C3=O)C=CC=C4OC)O)OC5CC(C(C(O5)C)O)NC(=O)C(F)(F)F)O. Cell line: OVCAR-4. Synergy scores: CSS=14.0, Synergy_ZIP=-10.0, Synergy_Bliss=-4.23, Synergy_Loewe=-5.12, Synergy_HSA=-2.86. (5) Drug 1: C1=CN(C(=O)N=C1N)C2C(C(C(O2)CO)O)O.Cl. Drug 2: CN(C(=O)NC(C=O)C(C(C(CO)O)O)O)N=O. Cell line: SF-295. Synergy scores: CSS=10.0, Synergy_ZIP=-4.53, Synergy_Bliss=-3.64, Synergy_Loewe=-10.6, Synergy_HSA=-1.78. (6) Drug 1: CN1CCC(CC1)COC2=C(C=C3C(=C2)N=CN=C3NC4=C(C=C(C=C4)Br)F)OC. Drug 2: CC12CCC3C(C1CCC2O)C(CC4=C3C=CC(=C4)O)CCCCCCCCCS(=O)CCCC(C(F)(F)F)(F)F. Cell line: K-562. Synergy scores: CSS=28.9, Synergy_ZIP=1.08, Synergy_Bliss=3.29, Synergy_Loewe=-6.22, Synergy_HSA=2.82.